Task: Predict the product of the given reaction.. Dataset: Forward reaction prediction with 1.9M reactions from USPTO patents (1976-2016) (1) The product is: [OH:12][CH2:11][C:9]1[N:10]=[C:5]2[CH:4]=[CH:3][C:2]([O:13][C:14]3[CH:15]=[C:16]([NH:20][C:21]([C:23]4[N:27]([CH3:28])[N:26]=[C:25]([CH3:29])[CH:24]=4)=[O:22])[CH:17]=[CH:18][CH:19]=3)=[N:7][N:6]2[CH:8]=1. Given the reactants I[C:2]1[CH:3]=[CH:4][C:5]2[N:6]([CH:8]=[C:9]([CH2:11][OH:12])[N:10]=2)[N:7]=1.[OH:13][C:14]1[CH:15]=[C:16]([NH:20][C:21]([C:23]2[N:27]([CH3:28])[N:26]=[C:25]([CH3:29])[CH:24]=2)=[O:22])[CH:17]=[CH:18][CH:19]=1.C(=O)([O-])[O-].[K+].[K+].O, predict the reaction product. (2) Given the reactants N1C=CC=CC=1.[F:7][C:8]([F:17])([F:16])[C:9]1[CH:14]=[CH:13][C:12]([NH2:15])=[CH:11][N:10]=1.Cl[C:19]([O:21][C:22]1[CH:27]=[CH:26][CH:25]=[CH:24][CH:23]=1)=[O:20], predict the reaction product. The product is: [C:22]1([O:21][C:19](=[O:20])[NH:15][C:12]2[CH:11]=[N:10][C:9]([C:8]([F:7])([F:16])[F:17])=[CH:14][CH:13]=2)[CH:27]=[CH:26][CH:25]=[CH:24][CH:23]=1. (3) Given the reactants [BH4-].[Na+].[Cl:3][C:4]1[C:21]([CH:22]=[O:23])=[CH:20][C:7]2=[C:8]([C:16]([O:18][CH3:19])=[O:17])[CH:9]=[C:10]3[C:15]([CH:14]=[N:13][CH:12]=[CH:11]3)=[C:6]2[CH:5]=1, predict the reaction product. The product is: [Cl:3][C:4]1[C:21]([CH2:22][OH:23])=[CH:20][C:7]2=[C:8]([C:16]([O:18][CH3:19])=[O:17])[CH:9]=[C:10]3[C:15]([CH:14]=[N:13][CH:12]=[CH:11]3)=[C:6]2[CH:5]=1. (4) Given the reactants C([O:4][C:5]1[CH:10]=[CH:9][C:8]([C:11]2[CH:12]([C:25]3[CH:30]=[CH:29][CH:28]=[CH:27][CH:26]=3)[O:13][C:14]3[C:19]([CH:20]=2)=[CH:18][CH:17]=[C:16]([O:21]C(=O)C)[CH:15]=3)=[CH:7][CH:6]=1)(=O)C.C(O)(=O)C.O, predict the reaction product. The product is: [OH:4][C:5]1[CH:10]=[CH:9][C:8]([C:11]2[CH:12]([C:25]3[CH:26]=[CH:27][CH:28]=[CH:29][CH:30]=3)[O:13][C:14]3[C:19]([CH:20]=2)=[CH:18][CH:17]=[C:16]([OH:21])[CH:15]=3)=[CH:7][CH:6]=1. (5) Given the reactants [O-]S(S([O-])=O)=O.[Na+].[Na+].C([O-])([O-])=O.[Na+].[Na+].[Cl:15][C:16]1[CH:17]=[CH:18][C:19]([N+:24]([O-])=O)=[C:20]([CH:23]=1)[CH:21]=[O:22], predict the reaction product. The product is: [NH2:24][C:19]1[CH:18]=[CH:17][C:16]([Cl:15])=[CH:23][C:20]=1[CH:21]=[O:22]. (6) The product is: [CH2:46]([O:45][C:43]1[N:44]=[C:26]([CH:10]2[CH2:11][CH:12]([C:14]3[CH:19]=[CH:18][C:17]([O:20][C:21]([F:23])([F:24])[F:22])=[C:16]([F:25])[CH:15]=3)[CH2:13][N:8]([C:6]([O:5][C:1]([CH3:3])([CH3:2])[CH3:4])=[O:7])[CH2:9]2)[O:27][N:42]=1)[CH3:47]. Given the reactants [C:1]([O:5][C:6]([N:8]1[CH2:13][CH:12]([C:14]2[CH:19]=[CH:18][C:17]([O:20][C:21]([F:24])([F:23])[F:22])=[C:16]([F:25])[CH:15]=2)[CH2:11][CH:10]([C:26](O)=[O:27])[CH2:9]1)=[O:7])([CH3:4])([CH3:3])[CH3:2].C(N1C=CN=C1)(N1C=CN=C1)=O.O[N:42]=[C:43]([O:45][CH2:46][CH3:47])[NH2:44], predict the reaction product. (7) Given the reactants Cl.[Cl:2][C:3]1[CH:4]=[C:5]([C@H:9]([OH:27])[C@:10]([NH:19]C(=O)OC(C)(C)C)([C:12]2[CH:17]=[CH:16][C:15]([Cl:18])=[CH:14][CH:13]=2)[CH3:11])[CH:6]=[CH:7][CH:8]=1.ClC1C=C([C@@H](O)[C@](NC(=O)OC(C)(C)C)(C2C=CC(Cl)=CC=2)C)C=CC=1.C([O-])(O)=O.[Na+], predict the reaction product. The product is: [NH2:19][C@@:10]([C:12]1[CH:13]=[CH:14][C:15]([Cl:18])=[CH:16][CH:17]=1)([CH3:11])[C@H:9]([C:5]1[CH:6]=[CH:7][CH:8]=[C:3]([Cl:2])[CH:4]=1)[OH:27].